From a dataset of Catalyst prediction with 721,799 reactions and 888 catalyst types from USPTO. Predict which catalyst facilitates the given reaction. (1) Reactant: C(N(CC)CC)C.[CH:8]1([C:14](Cl)=[O:15])[CH2:13][CH2:12][CH2:11][CH2:10][CH2:9]1.[F:17][C:18]1[N:23]=[C:22]([N:24]2[CH2:29][CH2:28][N:27]([CH2:30][CH2:31][CH2:32][CH2:33][NH2:34])[CH2:26][CH2:25]2)[CH:21]=[CH:20][CH:19]=1. Product: [F:17][C:18]1[N:23]=[C:22]([N:24]2[CH2:29][CH2:28][N:27]([CH2:30][CH2:31][CH2:32][CH2:33][NH:34][C:14]([CH:8]3[CH2:13][CH2:12][CH2:11][CH2:10][CH2:9]3)=[O:15])[CH2:26][CH2:25]2)[CH:21]=[CH:20][CH:19]=1. The catalyst class is: 4. (2) Reactant: Br[C:2]1[CH:3]=[C:4]([NH:8][C@H:9]([C:12]2[CH:17]=[CH:16][CH:15]=[CH:14][C:13]=2[Cl:18])[CH2:10][OH:11])[CH:5]=[N:6][CH:7]=1.C([O-])([O-])=O.[K+].[K+].[NH:25]1[C:33]2[C:28](=[CH:29][C:30](B3OC(C)(C)C(C)(C)O3)=[CH:31][CH:32]=2)[CH2:27][C:26]1=[O:43]. Product: [Cl:18][C:13]1[CH:14]=[CH:15][CH:16]=[CH:17][C:12]=1[C@@H:9]([NH:8][C:4]1[CH:3]=[C:2]([C:30]2[CH:29]=[C:28]3[C:33](=[CH:32][CH:31]=2)[NH:25][C:26](=[O:43])[CH2:27]3)[CH:7]=[N:6][CH:5]=1)[CH2:10][OH:11]. The catalyst class is: 108. (3) Reactant: C[O:2][C:3]([C:5]1[S:21][C:8]2=[CH:9][N:10]=[CH:11][C:12]([NH:13][C:14]3[CH:19]=[CH:18][C:17]([Br:20])=[CH:16][CH:15]=3)=[C:7]2[C:6]=1[CH3:22])=[O:4].[OH-].[Na+]. Product: [Br:20][C:17]1[CH:16]=[CH:15][C:14]([NH:13][C:12]2[CH:11]=[N:10][CH:9]=[C:8]3[S:21][C:5]([C:3]([OH:4])=[O:2])=[C:6]([CH3:22])[C:7]=23)=[CH:19][CH:18]=1. The catalyst class is: 1. (4) Reactant: [I:1][C:2]1[CH:3]=[C:4]2[C:8](=[CH:9][CH:10]=1)[NH:7][C:6](=[O:11])[C:5]2=[N:12][NH:13][C:14]([C:16]1[CH:25]=[CH:24][C:19]([C:20]([O:22]C)=[O:21])=[CH:18][CH:17]=1)=[O:15].[OH-].[Na+]. Product: [I:1][C:2]1[CH:3]=[C:4]2[C:8](=[CH:9][CH:10]=1)[NH:7][C:6](=[O:11])[C:5]2=[N:12][NH:13][C:14]([C:16]1[CH:25]=[CH:24][C:19]([C:20]([OH:22])=[O:21])=[CH:18][CH:17]=1)=[O:15]. The catalyst class is: 1. (5) Reactant: [CH3:1][N:2]([CH2:54][CH2:55][O:56][CH2:57][CH2:58][O:59][CH2:60][CH2:61][O:62][CH2:63][CH2:64][C:65](O)=[O:66])[C:3](=[O:53])[CH2:4][C:5]1[CH:10]=[CH:9][CH:8]=[C:7]([S:11][CH2:12][C:13]2[CH:18]=[CH:17][CH:16]=[C:15]([C:19](=[O:52])[NH:20][C:21]3[CH:26]=[CH:25][C:24]([N:27]4[CH2:32][CH2:31][CH2:30][CH2:29][CH2:28]4)=[CH:23][C:22]=3[C:33]3[CH:38]=[C:37]([C:39](=[O:51])[NH:40][C@@H:41]4[C:50]5[C:45](=[CH:46][CH:47]=[CH:48][CH:49]=5)[CH2:44][CH2:43][CH2:42]4)[CH:36]=[CH:35][N:34]=3)[CH:14]=2)[CH:6]=1.[N:68]1([CH2:74][CH2:75][O:76][CH2:77][CH2:78][OH:79])[CH2:73][CH2:72][NH:71][CH2:70][CH2:69]1. Product: [OH:79][CH2:78][CH2:77][O:76][CH2:75][CH2:74][N:68]1[CH2:73][CH2:72][N:71]([C:65](=[O:66])[CH2:64][CH2:63][O:62][CH2:61][CH2:60][O:59][CH2:58][CH2:57][O:56][CH2:55][CH2:54][N:2]([CH3:1])[C:3](=[O:53])[CH2:4][C:5]2[CH:6]=[C:7]([S:11][CH2:12][C:13]3[CH:14]=[C:15]([CH:16]=[CH:17][CH:18]=3)[C:19]([NH:20][C:21]3[CH:26]=[CH:25][C:24]([N:27]4[CH2:32][CH2:31][CH2:30][CH2:29][CH2:28]4)=[CH:23][C:22]=3[C:33]3[CH:38]=[C:37]([CH:36]=[CH:35][N:34]=3)[C:39]([NH:40][C@@H:41]3[C:50]4[C:45](=[CH:46][CH:47]=[CH:48][CH:49]=4)[CH2:44][CH2:43][CH2:42]3)=[O:51])=[O:52])[CH:8]=[CH:9][CH:10]=2)[CH2:70][CH2:69]1. The catalyst class is: 96. (6) Reactant: [C:1](O)(=O)C.Cl.[NH2:6][CH2:7][CH2:8][C:9]1[C:17]2[C:12](=[CH:13][CH:14]=[C:15]([OH:18])[CH:16]=2)[NH:11][CH:10]=1.C(=O)CC. Product: [CH2:1]1[C:10]2[NH:11][C:12]3[C:17](=[CH:16][C:15]([OH:18])=[CH:14][CH:13]=3)[C:9]=2[CH2:8][CH2:7][NH:6]1. The catalyst class is: 5. (7) Reactant: [Cl-].[CH:2]1[C:11]2[C:6](=[CH:7][CH:8]=[CH:9][CH:10]=2)[CH:5]=[CH:4][C:3]=1[C:12](=[O:15])[CH2:13][NH3+:14].[CH3:16][C:17]1[CH:18]=[C:19]([S:24](Cl)(=[O:26])=[O:25])[CH:20]=[C:21]([CH3:23])[CH:22]=1.CCN(CC)CC. Product: [CH3:23][C:21]1[CH:20]=[C:19]([S:24]([NH:14][CH2:13][C:12]([C:3]2[CH:4]=[CH:5][C:6]3[C:11](=[CH:10][CH:9]=[CH:8][CH:7]=3)[CH:2]=2)=[O:15])(=[O:25])=[O:26])[CH:18]=[C:17]([CH3:16])[CH:22]=1. The catalyst class is: 39.